This data is from Full USPTO retrosynthesis dataset with 1.9M reactions from patents (1976-2016). The task is: Predict the reactants needed to synthesize the given product. (1) Given the product [F:1][C@H:2]1[C@@H:7]([O:8][C:9]2[CH:16]=[CH:15][C:14]([C:17]3[N:22]=[C:21]([NH:23][C:24]4[CH:29]=[CH:28][C:27]([N:30]5[CH2:31][CH2:32][N:33]([CH:36]6[CH2:39][O:38][CH2:37]6)[CH2:34][CH2:35]5)=[CH:26][CH:25]=4)[N:20]=[CH:19][N:18]=3)=[CH:13][C:10]=2[C:11]#[N:12])[CH2:6][CH2:5][N:4]([C:80]([C@@H:75]2[C@@H:74]([CH3:73])[O:78][C:77](=[O:79])[NH:76]2)=[O:81])[CH2:3]1, predict the reactants needed to synthesize it. The reactants are: [F:1][C@H:2]1[C@@H:7]([O:8][C:9]2[CH:16]=[CH:15][C:14]([C:17]3[N:22]=[C:21]([NH:23][C:24]4[CH:29]=[CH:28][C:27]([N:30]5[CH2:35][CH2:34][N:33]([CH:36]6[CH2:39][O:38][CH2:37]6)[CH2:32][CH2:31]5)=[CH:26][CH:25]=4)[N:20]=[CH:19][N:18]=3)=[CH:13][C:10]=2[C:11]#[N:12])[CH2:6][CH2:5][NH:4][CH2:3]1.CN(C(ON1N=NC2C=CC=NC1=2)=[N+](C)C)C.F[P-](F)(F)(F)(F)F.CCN(C(C)C)C(C)C.[CH3:73][C@H:74]1[O:78][C:77](=[O:79])[NH:76][C@@H:75]1[C:80](O)=[O:81]. (2) Given the product [N:30]1([C:36]([O:19][C:4]2[CH:3]=[C:2]([Cl:1])[N:7]=[N:6][C:5]=2[O:8][C:9]2[C:14]([CH3:15])=[CH:13][CH:12]=[CH:11][C:10]=2[CH:16]2[CH2:18][CH2:17]2)=[O:37])[CH2:35][CH2:34][O:33][CH2:32][CH2:31]1, predict the reactants needed to synthesize it. The reactants are: [Cl:1][C:2]1[N:7]=[N:6][C:5]([O:8][C:9]2[C:14]([CH3:15])=[CH:13][CH:12]=[CH:11][C:10]=2[CH:16]2[CH2:18][CH2:17]2)=[C:4]([OH:19])[CH:3]=1.CC(C)=O.C(=O)([O-])[O-].[K+].[K+].[N:30]1([C:36](Cl)=[O:37])[CH2:35][CH2:34][O:33][CH2:32][CH2:31]1. (3) Given the product [F:1][C:2]1[CH:3]=[CH:4][C:5]([CH2:8][O:9][C:10]2[CH:15]=[CH:14][N:13]([C:16]3[CH:21]=[CH:20][C:19]4[C:22]5[CH2:28][CH2:27][NH:26][CH2:25][CH2:24][C:23]=5[O:36][C:18]=4[CH:17]=3)[C:12](=[O:37])[CH:11]=2)=[N:6][CH:7]=1, predict the reactants needed to synthesize it. The reactants are: [F:1][C:2]1[CH:3]=[CH:4][C:5]([CH2:8][O:9][C:10]2[CH:15]=[CH:14][N:13]([C:16]3[CH:21]=[CH:20][C:19]4[C:22]5[CH2:28][CH2:27][N:26](C(OC(C)(C)C)=O)[CH2:25][CH2:24][C:23]=5[O:36][C:18]=4[CH:17]=3)[C:12](=[O:37])[CH:11]=2)=[N:6][CH:7]=1.Cl.C([O-])(O)=O.[Na+]. (4) The reactants are: Br[CH2:2][C:3](=O)[CH2:4][CH2:5][CH2:6][N:7]1[C:15](=[O:16])[C:14]2[C:9](=[CH:10][CH:11]=[CH:12][CH:13]=2)[C:8]1=[O:17].ClCCCC(=O)C.C1(=O)NC(=O)C2=CC=CC=C12.[K].[C:38](=[S:41])([S-:40])[NH2:39].[NH4+]. Given the product [SH:41][C:38]1[S:40][CH:2]=[C:3]([CH2:4][CH2:5][CH2:6][N:7]2[C:15](=[O:16])[C:14]3=[CH:13][CH:12]=[CH:11][CH:10]=[C:9]3[C:8]2=[O:17])[N:39]=1, predict the reactants needed to synthesize it. (5) Given the product [Br:11][C:2]1[C:3]2[C:7](=[N:6][S:5][N:4]=2)[C:8]([C:45]2[S:44][C:43]3[C:26]4[S:27][C:28]([Sn:30]([CH2:39][CH2:40][CH2:41][CH3:42])([CH2:31][CH2:32][CH2:33][CH3:34])[CH2:35][CH2:36][CH2:37][CH3:38])=[CH:29][C:25]=4[C:24]([CH2:61][CH2:62][CH2:63][CH2:64][CH2:65][CH2:66][CH2:67][CH2:68][CH2:69][CH2:70][CH2:71][CH3:72])([CH2:12][CH2:13][CH2:14][CH2:15][CH2:16][CH2:17][CH2:18][CH2:19][CH2:20][CH2:21][CH2:22][CH3:23])[C:47]=3[CH:46]=2)=[N:9][CH:1]=1, predict the reactants needed to synthesize it. The reactants are: [CH:1]1[N:9]=[C:8](Br)[C:7]2[C:3](=[N:4][S:5][N:6]=2)[C:2]=1[Br:11].[CH2:12]([C:24]1([CH2:61][CH2:62][CH2:63][CH2:64][CH2:65][CH2:66][CH2:67][CH2:68][CH2:69][CH2:70][CH2:71][CH3:72])[C:47]2[CH:46]=[C:45]([Sn](CCCC)(CCCC)CCCC)[S:44][C:43]=2[C:26]2[S:27][C:28]([Sn:30]([CH2:39][CH2:40][CH2:41][CH3:42])([CH2:35][CH2:36][CH2:37][CH3:38])[CH2:31][CH2:32][CH2:33][CH3:34])=[CH:29][C:25]1=2)[CH2:13][CH2:14][CH2:15][CH2:16][CH2:17][CH2:18][CH2:19][CH2:20][CH2:21][CH2:22][CH3:23]. (6) Given the product [S:29]1[CH:33]=[CH:32][CH:31]=[C:30]1[CH2:34][NH:35][C:19]([C:17]1[CH:16]=[CH:15][N:14]=[C:13]([CH2:12][N:5]2[C:6]3[CH2:7][CH2:8][CH2:9][CH2:10][C:11]=3[C:3]([C:2]([F:23])([F:22])[F:1])=[N:4]2)[CH:18]=1)=[O:20], predict the reactants needed to synthesize it. The reactants are: [F:1][C:2]([F:23])([F:22])[C:3]1[C:11]2[CH2:10][CH2:9][CH2:8][CH2:7][C:6]=2[N:5]([CH2:12][C:13]2[CH:18]=[C:17]([C:19](O)=[O:20])[CH:16]=[CH:15][N:14]=2)[N:4]=1.CN(C=O)C.[S:29]1[CH:33]=[CH:32][CH:31]=[C:30]1[CH2:34][NH2:35].CN(C(ON1N=NC2C=CC=NC1=2)=[N+](C)C)C.F[P-](F)(F)(F)(F)F.C(=O)([O-])O.[Na+]. (7) Given the product [O:11]1[C:10]2[CH:14]=[CH:15][C:7]([CH:25]([C:21]3[CH:22]=[CH:23][C:19]4[O:18][CH2:16][O:17][C:20]=4[CH:1]=3)[OH:24])=[CH:8][C:9]=2[O:13][CH2:12]1, predict the reactants needed to synthesize it. The reactants are: [C:1]([Li])(C)(C)C.Br[C:7]1[CH:15]=[CH:14][C:10]2[O:11][CH2:12][O:13][C:9]=2[CH:8]=1.[CH:16]([O:18][CH2:19][CH3:20])=[O:17].[CH2:21]1[CH2:25][O:24][CH2:23][CH2:22]1. (8) Given the product [C:1]([O:5][C:6]([N:8]1[CH2:13][CH2:12][N:11]([C:14]2[CH:19]=[CH:18][CH:17]=[C:16]([O:20][CH2:41][CH2:42][CH2:43][Cl:44])[CH:15]=2)[CH2:10][CH2:9]1)=[O:7])([CH3:4])([CH3:2])[CH3:3], predict the reactants needed to synthesize it. The reactants are: [C:1]([O:5][C:6]([N:8]1[CH2:13][CH2:12][N:11]([C:14]2[CH:19]=[CH:18][CH:17]=[C:16]([OH:20])[CH:15]=2)[CH2:10][CH2:9]1)=[O:7])([CH3:4])([CH3:3])[CH3:2].C(OC(N1CCN(C2C=CC(O[CH2:41][CH2:42][CH2:43][Cl:44])=CC=2)CC1)=O)(C)(C)C. (9) Given the product [N:1]1[C:10]2[C:5](=[CH:6][CH:7]=[CH:8][C:9]=2[O:11][CH2:13][C:14]([O:16][CH2:17][CH3:18])=[O:15])[CH:4]=[CH:3][CH:2]=1, predict the reactants needed to synthesize it. The reactants are: [N:1]1[C:10]2[C:5](=[CH:6][CH:7]=[CH:8][C:9]=2[OH:11])[CH:4]=[CH:3][CH:2]=1.Br[CH2:13][C:14]([O:16][CH2:17][CH3:18])=[O:15].C([O-])([O-])=O.[K+].[K+].